Dataset: Merck oncology drug combination screen with 23,052 pairs across 39 cell lines. Task: Regression. Given two drug SMILES strings and cell line genomic features, predict the synergy score measuring deviation from expected non-interaction effect. (1) Drug 1: N.N.O=C(O)C1(C(=O)O)CCC1.[Pt]. Drug 2: CC1(c2nc3c(C(N)=O)cccc3[nH]2)CCCN1. Cell line: RKO. Synergy scores: synergy=30.1. (2) Drug 1: N.N.O=C(O)C1(C(=O)O)CCC1.[Pt]. Drug 2: COC1=C2CC(C)CC(OC)C(O)C(C)C=C(C)C(OC(N)=O)C(OC)C=CC=C(C)C(=O)NC(=CC1=O)C2=O. Cell line: HT144. Synergy scores: synergy=-1.21. (3) Drug 1: CCN(CC)CCNC(=O)c1c(C)[nH]c(C=C2C(=O)Nc3ccc(F)cc32)c1C. Drug 2: CNC(=O)c1cc(Oc2ccc(NC(=O)Nc3ccc(Cl)c(C(F)(F)F)c3)cc2)ccn1. Cell line: EFM192B. Synergy scores: synergy=-3.57. (4) Drug 1: O=C(O)C1(Cc2cccc(Nc3nccs3)n2)CCC(Oc2cccc(Cl)c2F)CC1. Drug 2: CC(C)CC(NC(=O)C(Cc1ccccc1)NC(=O)c1cnccn1)B(O)O. Cell line: ZR751. Synergy scores: synergy=-28.8.